From a dataset of Catalyst prediction with 721,799 reactions and 888 catalyst types from USPTO. Predict which catalyst facilitates the given reaction. (1) Reactant: Cl.[O:2]=[C:3]1[NH:11][C:6]2=[N:7][CH:8]=[CH:9][CH:10]=[C:5]2[C:4]21[CH2:19][C:18]1[C:13](=[CH:14][CH:15]=[C:16]([NH:20][C:21]3[N:26]=[CH:25][N:24]=[C:23]([C:27]([OH:29])=O)[CH:22]=3)[CH:17]=1)[CH2:12]2.[CH3:30][C:31]1([CH3:37])[CH2:36][CH2:35][CH2:34][NH:33][CH2:32]1.C(N(CC)CC)C.CN(C(ON1N=NC2C=CC=CC1=2)=[N+](C)C)C.[B-](F)(F)(F)F. Product: [CH3:30][C:31]1([CH3:37])[CH2:36][CH2:35][CH2:34][N:33]([C:27]([C:23]2[N:24]=[CH:25][N:26]=[C:21]([NH:20][C:16]3[CH:17]=[C:18]4[C:13](=[CH:14][CH:15]=3)[CH2:12][C:4]3([C:5]5[C:6](=[N:7][CH:8]=[CH:9][CH:10]=5)[NH:11][C:3]3=[O:2])[CH2:19]4)[CH:22]=2)=[O:29])[CH2:32]1. The catalyst class is: 3. (2) Reactant: [Na].[CH3:2]CN(C(C)C)C(C)C.[OH:11][C:12]([C:14]([F:17])([F:16])[F:15])=[O:13].[Cl:18][C:19]1[CH:20]=[CH:21][C:22]([F:47])=[C:23]([C:25]([CH:27]2[CH2:32][CH2:31][N:30]([C:33]3[N:38]=[C:37]4[CH2:39][NH:40][CH2:41][CH2:42][C:36]4=[N:35][C:34]=3[NH:43][CH:44]([CH3:46])[CH3:45])[CH2:29][CH2:28]2)=[O:26])[CH:24]=1.C=O. Product: [Cl:18][C:19]1[CH:20]=[CH:21][C:22]([F:47])=[C:23]([C:25]([CH:27]2[CH2:32][CH2:31][N:30]([C:33]3[N:38]=[C:37]4[CH2:39][N:40]([CH3:2])[CH2:41][CH2:42][C:36]4=[N:35][C:34]=3[NH:43][CH:44]([CH3:45])[CH3:46])[CH2:29][CH2:28]2)=[O:26])[CH:24]=1.[C:12]([OH:13])([C:14]([F:17])([F:16])[F:15])=[O:11]. The catalyst class is: 5.